From a dataset of Ames mutagenicity test results for genotoxicity prediction. Regression/Classification. Given a drug SMILES string, predict its toxicity properties. Task type varies by dataset: regression for continuous values (e.g., LD50, hERG inhibition percentage) or binary classification for toxic/non-toxic outcomes (e.g., AMES mutagenicity, cardiotoxicity, hepatotoxicity). Dataset: ames. (1) The result is 1 (mutagenic). The compound is Cc1ccc2ccc([N+](=O)[O-])cc2c1. (2) The drug is C=CCSSCCC. The result is 0 (non-mutagenic). (3) The molecule is Nc1ncnc2c1nc(-c1ccc([N+](=O)[O-])cc1)n2-c1ccc([N+](=O)[O-])cc1. The result is 1 (mutagenic).